From a dataset of Peptide-MHC class I binding affinity with 185,985 pairs from IEDB/IMGT. Regression. Given a peptide amino acid sequence and an MHC pseudo amino acid sequence, predict their binding affinity value. This is MHC class I binding data. The peptide sequence is FRNQVKIRR. The MHC is HLA-A01:01 with pseudo-sequence HLA-A01:01. The binding affinity (normalized) is 0.0847.